This data is from Full USPTO retrosynthesis dataset with 1.9M reactions from patents (1976-2016). The task is: Predict the reactants needed to synthesize the given product. (1) Given the product [CH3:43][C:44]1[C:45]([N:51]2[CH2:52][CH2:53][N:54]([C:57]([C:59]3[CH:64]=[CH:63][C:62]([N:65]4[C:69]([CH3:71])([CH3:70])[C:68](=[O:72])[NH:67][C:66]4=[O:82])=[CH:61][C:60]=3[F:83])=[O:58])[CH2:55][CH2:56]2)=[N:46][CH:47]=[C:48]([CH3:50])[CH:49]=1, predict the reactants needed to synthesize it. The reactants are: BrC1C=CC(C(N2CCN(C3C(C)=CC(C)=CN=3)CC2)=O)=C(F)C=1.COC1C=CC(CN2C(=O)C(C)(C)NC2=O)=CC=1.[CH3:43][C:44]1[C:45]([N:51]2[CH2:56][CH2:55][N:54]([C:57]([C:59]3[CH:64]=[CH:63][C:62]([N:65]4[C:69]([CH3:71])([CH3:70])[C:68](=[O:72])[N:67](CC5C=CC(OC)=CC=5)[C:66]4=[O:82])=[CH:61][C:60]=3[F:83])=[O:58])[CH2:53][CH2:52]2)=[N:46][CH:47]=[C:48]([CH3:50])[CH:49]=1. (2) Given the product [C:24]([CH2:26][C:27]1([N:22]2[CH:23]=[C:19]([C:3]3[C:2]([F:1])=[CH:7][N:6]=[C:5]4[N:8]([CH2:11][O:12][CH2:13][CH2:14][Si:15]([CH3:18])([CH3:17])[CH3:16])[CH:9]=[CH:10][C:4]=34)[CH:20]=[N:21]2)[CH2:30][N:29]([C:31]([O:33][C:34]([CH3:37])([CH3:36])[CH3:35])=[O:32])[CH2:28]1)#[N:25], predict the reactants needed to synthesize it. The reactants are: [F:1][C:2]1[C:3]([C:19]2[CH:20]=[N:21][NH:22][CH:23]=2)=[C:4]2[CH:10]=[CH:9][N:8]([CH2:11][O:12][CH2:13][CH2:14][Si:15]([CH3:18])([CH3:17])[CH3:16])[C:5]2=[N:6][CH:7]=1.[C:24]([CH:26]=[C:27]1[CH2:30][N:29]([C:31]([O:33][C:34]([CH3:37])([CH3:36])[CH3:35])=[O:32])[CH2:28]1)#[N:25].N12CCCN=C1CCCCC2. (3) Given the product [OH:10][C:11]1[CH:16]=[C:15]([N+:17]([O-:19])=[O:18])[CH:14]=[CH:13][C:12]=1[CH2:2][OH:5], predict the reactants needed to synthesize it. The reactants are: [Br-].[C:2]([O-:5])([O-])=O.[Ca+2].C([O:10][C:11]1[CH:16]=[C:15]([N+:17]([O-:19])=[O:18])[CH:14]=[CH:13][C:12]=1CBr)(=O)C.